Predict the reactants needed to synthesize the given product. From a dataset of Full USPTO retrosynthesis dataset with 1.9M reactions from patents (1976-2016). (1) Given the product [CH3:25][O:26][CH2:27][CH2:28][N:5]1[CH2:6][C@H:7]([C:19]2[CH:20]=[CH:21][CH:22]=[CH:23][CH:24]=2)[CH2:8][CH2:9][C@@H:10]([NH:11][C:12](=[O:18])[O:13][C:14]([CH3:17])([CH3:16])[CH3:15])[C:4]1=[O:3], predict the reactants needed to synthesize it. The reactants are: [H-].[Na+].[O:3]=[C:4]1[C@H:10]([NH:11][C:12](=[O:18])[O:13][C:14]([CH3:17])([CH3:16])[CH3:15])[CH2:9][CH2:8][C@H:7]([C:19]2[CH:24]=[CH:23][CH:22]=[CH:21][CH:20]=2)[CH2:6][NH:5]1.[CH3:25][O:26][CH2:27][CH2:28]Br. (2) Given the product [I:24][CH2:2][CH2:3][CH2:4][N:5]1[C:18]2[CH:17]=[C:16]([C:19]([F:22])([F:21])[F:20])[CH:15]=[CH:14][C:13]=2[S:12][C:11]2[C:6]1=[CH:7][CH:8]=[CH:9][CH:10]=2, predict the reactants needed to synthesize it. The reactants are: Cl[CH2:2][CH2:3][CH2:4][N:5]1[C:18]2[CH:17]=[C:16]([C:19]([F:22])([F:21])[F:20])[CH:15]=[CH:14][C:13]=2[S:12][C:11]2[C:6]1=[CH:7][CH:8]=[CH:9][CH:10]=2.[Na+].[I-:24]. (3) Given the product [CH2:1]([O:4][C@@H:5]1[C@@H:13]([CH2:14][OH:15])[O:12][C@H:11]2[C@H:7]([N:8]=[C:9]([N:23]([CH2:31][CH3:32])[C:24](=[O:30])[O:25][C:26]([CH3:27])([CH3:28])[CH3:29])[S:10]2)[C@H:6]1[O:33][CH2:34][CH:35]=[CH2:36])[CH:2]=[CH2:3], predict the reactants needed to synthesize it. The reactants are: [CH2:1]([O:4][C@@H:5]1[C@@H:13]([CH2:14][O:15][Si](C(C)(C)C)(C)C)[O:12][C@H:11]2[C@H:7]([N:8]=[C:9]([N:23]([CH2:31][CH3:32])[C:24](=[O:30])[O:25][C:26]([CH3:29])([CH3:28])[CH3:27])[S:10]2)[C@H:6]1[O:33][CH2:34][CH:35]=[CH2:36])[CH:2]=[CH2:3].CCCC[N+](CCCC)(CCCC)CCCC.[F-]. (4) Given the product [CH3:40][N:43]([CH3:44])[C:22]([N:21]([CH3:32])[CH2:20][CH2:19][N:16]1[C:17]2[C:12](=[N:11][CH:10]=[C:9]([CH2:8][C:5]3[CH:4]=[CH:3][C:2]([F:1])=[CH:7][CH:6]=3)[CH:18]=2)[C:13]([OH:39])=[C:14]([C:34]([O:36][CH2:37][CH3:38])=[O:35])[C:15]1=[O:33])=[O:24], predict the reactants needed to synthesize it. The reactants are: [F:1][C:2]1[CH:7]=[CH:6][C:5]([CH2:8][C:9]2[CH:18]=[C:17]3[C:12]([C:13]([OH:39])=[C:14]([C:34]([O:36][CH2:37][CH3:38])=[O:35])[C:15](=[O:33])[N:16]3[CH2:19][CH2:20][N:21]([CH3:32])[C:22]([O:24]CC3C=CC=CC=3)=O)=[N:11][CH:10]=2)=[CH:4][CH:3]=1.[CH:40]([N:43](C(C)C)[CH2:44]C)(C)C.CN(C)C(Cl)=O. (5) Given the product [CH2:1]([O:8][C:9]([C:18]1[N:23]=[CH:22][C:21]([N:24]2[CH2:29][CH2:28][NH:27][CH2:26][CH2:25]2)=[C:20]([CH2:37][CH2:38][CH3:39])[CH:19]=1)([C:10]([F:11])([F:13])[F:12])[C:14]([F:15])([F:16])[F:17])[C:2]1[CH:3]=[CH:4][CH:5]=[CH:6][CH:7]=1, predict the reactants needed to synthesize it. The reactants are: [CH2:1]([O:8][C:9]([C:18]1[N:23]=[CH:22][C:21]([N:24]2[CH2:29][CH2:28][N:27](C(OC(C)(C)C)=O)[CH2:26][CH2:25]2)=[C:20]([CH2:37][CH2:38][CH3:39])[CH:19]=1)([C:14]([F:17])([F:16])[F:15])[C:10]([F:13])([F:12])[F:11])[C:2]1[CH:7]=[CH:6][CH:5]=[CH:4][CH:3]=1.FC(F)(F)C(O)=O.C(=O)([O-])O.[Na+]. (6) Given the product [Cl:1][C:2]1[CH:8]=[CH:7][C:5]([N:6]=[CH:12][C:11]2[C:10]([F:9])=[CH:17][CH:16]=[CH:15][C:14]=2[F:18])=[CH:4][CH:3]=1, predict the reactants needed to synthesize it. The reactants are: [Cl:1][C:2]1[CH:8]=[CH:7][C:5]([NH2:6])=[CH:4][CH:3]=1.[F:9][C:10]1[CH:17]=[CH:16][CH:15]=[C:14]([F:18])[C:11]=1[CH:12]=O. (7) Given the product [CH2:23]([O:22][C:20]1[CH:19]=[C:18]2[C:13]([C:14](=[O:30])[NH:15][CH:16]=[N:17]2)=[C:12]([OH:11])[CH:21]=1)[C:24]1[CH:25]=[CH:26][CH:27]=[CH:28][CH:29]=1, predict the reactants needed to synthesize it. The reactants are: [Br-].[Mg+2].[Br-].C([O:11][C:12]1[CH:21]=[C:20]([O:22][CH2:23][C:24]2[CH:29]=[CH:28][CH:27]=[CH:26][CH:25]=2)[CH:19]=[C:18]2[C:13]=1[C:14](=[O:30])[NH:15][CH:16]=[N:17]2)C1C=CC=CC=1.